From a dataset of Forward reaction prediction with 1.9M reactions from USPTO patents (1976-2016). Predict the product of the given reaction. (1) The product is: [CH:16]1([C:5]2[NH:1][CH:2]=[C:3]([C:6]([O:8][CH2:9][CH3:10])=[O:7])[CH:4]=2)[CH2:21][CH2:20][CH2:19][CH2:18][CH2:17]1. Given the reactants [NH:1]1[CH:5]=[CH:4][C:3]([C:6]([O:8][CH2:9][CH3:10])=[O:7])=[CH:2]1.[Cl-].[Al+3].[Cl-].[Cl-].Br[CH:16]1[CH2:21][CH2:20][CH2:19][CH2:18][CH2:17]1, predict the reaction product. (2) The product is: [OH:4][C:5]1[CH:10]=[CH:9][C:8]([C:11]2[NH:12][C:13]3[C:18]([C:19]=2[C:20]2[CH:25]=[CH:24][C:23]([S:26]([CH3:29])(=[O:27])=[O:28])=[CH:22][CH:21]=2)=[CH:17][C:16]([Cl:30])=[CH:15][CH:14]=3)=[CH:7][CH:6]=1. Given the reactants C([O:4][C:5]1[CH:10]=[CH:9][C:8]([C:11]2[NH:12][C:13]3[C:18]([C:19]=2[C:20]2[CH:25]=[CH:24][C:23]([S:26]([CH3:29])(=[O:28])=[O:27])=[CH:22][CH:21]=2)=[CH:17][C:16]([Cl:30])=[CH:15][CH:14]=3)=[CH:7][CH:6]=1)(=O)C.[OH-].[Na+], predict the reaction product. (3) Given the reactants [N+:1]([C:4]1[CH:5]=[C:6]([OH:10])[CH:7]=[CH:8][CH:9]=1)([O-:3])=[O:2].C(=O)([O-])[O-].[K+].[K+].S([O-])(=O)(=O)C.[CH2:22]([N:24]([CH:27](O)[CH2:28][CH3:29])[CH2:25][CH3:26])[CH3:23], predict the reaction product. The product is: [CH2:22]([N:24]([CH2:25][CH3:26])[CH2:27][CH2:28][CH2:29][O:10][C:6]1[CH:7]=[CH:8][CH:9]=[C:4]([N+:1]([O-:3])=[O:2])[CH:5]=1)[CH3:23]. (4) Given the reactants [CH3:1][C:2]1[CH:7]=[C:6]([C:8]2[CH:9]=[CH:10][C:11]3[N:17]4[CH2:18][C@H:14]([CH2:15][CH2:16]4)[NH:13][C:12]=3[N:19]=2)[CH:5]=[CH:4][N:3]=1.C([O:27][C:28](Cl)(Cl)Cl)(OC(Cl)(Cl)Cl)=O.[NH:32]1[C:40]2[C:35](=[CH:36][C:37]([NH2:41])=[CH:38][CH:39]=2)[CH:34]=[N:33]1.C(N(CC)CC)C, predict the reaction product. The product is: [NH:32]1[C:40]2[C:35](=[CH:36][C:37]([NH:41][C:28]([N:13]3[C@@H:14]4[CH2:18][N:17]([CH2:16][CH2:15]4)[C:11]4[CH:10]=[CH:9][C:8]([C:6]5[CH:5]=[CH:4][N:3]=[C:2]([CH3:1])[CH:7]=5)=[N:19][C:12]3=4)=[O:27])=[CH:38][CH:39]=2)[CH:34]=[N:33]1. (5) The product is: [CH2:23]([CH:22]([N:18]1[CH2:19][CH2:20][CH2:21][CH:16]([C:14]2[CH:15]=[C:10]([CH:5]([CH2:6][CH:7]([CH3:9])[CH3:8])[C:4]([OH:37])=[O:3])[CH:11]=[C:12]([C:27]3[CH:28]=[CH:29][C:30]([C:33]([F:36])([F:34])[F:35])=[CH:31][CH:32]=3)[CH:13]=2)[CH2:17]1)[CH2:25][CH3:26])[CH3:24]. Given the reactants C([O:3][C:4](=[O:37])[CH:5]([C:10]1[CH:11]=[C:12]([C:27]2[CH:32]=[CH:31][C:30]([C:33]([F:36])([F:35])[F:34])=[CH:29][CH:28]=2)[CH:13]=[C:14]([CH:16]2[CH2:21][CH2:20][CH2:19][N:18]([CH:22]([CH2:25][CH3:26])[CH2:23][CH3:24])[CH2:17]2)[CH:15]=1)[CH2:6][CH:7]([CH3:9])[CH3:8])C.[OH-].[K+], predict the reaction product. (6) Given the reactants [C:1]([Si:5]([C:18]([CH3:21])([CH3:20])[CH3:19])([OH:17])[CH2:6][C:7]([O:9]CC1C=CC=CC=1)=[O:8])([CH3:4])([CH3:3])[CH3:2].[H][H], predict the reaction product. The product is: [C:18]([Si:5]([C:1]([CH3:4])([CH3:3])[CH3:2])([OH:17])[CH2:6][C:7]([OH:9])=[O:8])([CH3:20])([CH3:21])[CH3:19]. (7) Given the reactants [Cl:1][C:2]1[C:3]([NH:18][C:19]2[CH:24]=[CH:23][CH:22]=[CH:21][C:20]=2[S:25]([NH:28][CH3:29])(=[O:27])=[O:26])=[N:4][C:5]([NH:8][C:9]2[CH:14]=[CH:13][CH:12]=[C:11]([N+:15]([O-])=O)[CH:10]=2)=[N:6][CH:7]=1.CCN(C(C)C)C(C)C.[C:39](Cl)(=[O:42])[CH:40]=[CH2:41], predict the reaction product. The product is: [Cl:1][C:2]1[C:3]([NH:18][C:19]2[CH:24]=[CH:23][CH:22]=[CH:21][C:20]=2[S:25](=[O:27])(=[O:26])[NH:28][CH3:29])=[N:4][C:5]([NH:8][C:9]2[CH:10]=[C:11]([NH:15][C:39](=[O:42])[CH:40]=[CH2:41])[CH:12]=[CH:13][CH:14]=2)=[N:6][CH:7]=1. (8) Given the reactants [CH:1]1([N:6]2[C:10]3[N:11]=[C:12]4[CH2:19][NH:18][CH2:17][CH2:16][N:13]4[C:14](=[O:15])[C:9]=3[CH:8]=[N:7]2)[CH2:5][CH2:4][CH2:3][CH2:2]1.[CH3:20][O:21][C:22]1[CH:29]=[CH:28][C:25]([CH:26]=O)=[CH:24][CH:23]=1.[Na], predict the reaction product. The product is: [CH:1]1([N:6]2[C:10]3[N:11]=[C:12]4[CH2:19][N:18]([CH2:26][C:25]5[CH:28]=[CH:29][C:22]([O:21][CH3:20])=[CH:23][CH:24]=5)[CH2:17][CH2:16][N:13]4[C:14](=[O:15])[C:9]=3[CH:8]=[N:7]2)[CH2:5][CH2:4][CH2:3][CH2:2]1. (9) Given the reactants [NH2:1][C:2]1([C:6]([OH:8])=[O:7])[CH2:5][CH2:4][CH2:3]1.[ClH:9].[CH3:10][CH2:11]O, predict the reaction product. The product is: [ClH:9].[NH2:1][C:2]1([C:6]([O:8][CH2:10][CH3:11])=[O:7])[CH2:5][CH2:4][CH2:3]1. (10) Given the reactants C[O:2][C:3]([C:5]1[N:6]([CH2:22][C:23]2[CH:27]=[C:26]([C:28]3[S:29][C:30]([Cl:33])=[CH:31][CH:32]=3)[O:25][N:24]=2)[C:7]([C:10](=[O:21])[NH:11][CH:12]2[CH2:17][CH2:16][N:15]([CH:18]([CH3:20])[CH3:19])[CH2:14][CH2:13]2)=[CH:8][CH:9]=1)=[O:4].[Li+].[OH-].[C:36]([OH:42])([C:38]([F:41])([F:40])[F:39])=[O:37], predict the reaction product. The product is: [Cl:33][C:30]1[S:29][C:28]([C:26]2[O:25][N:24]=[C:23]([CH2:22][N:6]3[C:7]([C:10](=[O:21])[NH:11][CH:12]4[CH2:13][CH2:14][N:15]([CH:18]([CH3:20])[CH3:19])[CH2:16][CH2:17]4)=[CH:8][CH:9]=[C:5]3[C:3]([OH:4])=[O:2])[CH:27]=2)=[CH:32][CH:31]=1.[C:36]([OH:42])([C:38]([F:41])([F:40])[F:39])=[O:37].